From a dataset of Full USPTO retrosynthesis dataset with 1.9M reactions from patents (1976-2016). Predict the reactants needed to synthesize the given product. (1) Given the product [NH2:6][C@@:7]1([C:20]([OH:22])=[O:21])[CH2:14][C:11]2([CH2:13][CH2:12]2)[C@@H:10]2[C@H:8]1[C@H:9]2[C:15]([OH:17])=[O:16], predict the reactants needed to synthesize it. The reactants are: [OH-].[Na+].C([NH:6][C@@:7]1([C:20]([O:22]CC)=[O:21])[CH2:14][C:11]2([CH2:13][CH2:12]2)[C@@H:10]2[C@H:8]1[C@H:9]2[C:15]([O:17]CC)=[O:16])(=O)C. (2) Given the product [Br:1][C:2]1[C:3]([F:14])=[CH:4][CH:5]=[C:6]2[C:11]=1[N:10]=[C:9]([NH:20][C:17]1([CH3:16])[CH2:19][CH2:18]1)[C:8]([CH3:13])=[N:7]2, predict the reactants needed to synthesize it. The reactants are: [Br:1][C:2]1[C:3]([F:14])=[CH:4][CH:5]=[C:6]2[C:11]=1[NH:10][C:9](=O)[C:8]([CH3:13])=[N:7]2.Cl.[CH3:16][C:17]1([NH2:20])[CH2:19][CH2:18]1.CCN(C(C)C)C(C)C. (3) Given the product [CH3:28][C:23]1[CH:24]=[CH:25][CH:26]=[CH:27][C:22]=1[C:21]([NH:20][C:16]1[CH:17]=[CH:18][CH:19]=[C:14]([C:12]([C:8]2[CH:7]=[C:6]3[C:11]([C:3](=[CH:2][NH:48][C:45]4[CH:44]=[CH:43][C:42]([CH2:41][N:36]5[CH2:40][CH2:39][CH2:38][CH2:37]5)=[CH:47][CH:46]=4)[C:4](=[O:30])[NH:5]3)=[CH:10][CH:9]=2)=[O:13])[CH:15]=1)=[O:29], predict the reactants needed to synthesize it. The reactants are: O[CH:2]=[C:3]1[C:11]2[C:6](=[CH:7][C:8]([C:12]([C:14]3[CH:15]=[C:16]([NH:20][C:21](=[O:29])[C:22]4[CH:27]=[CH:26][CH:25]=[CH:24][C:23]=4[CH3:28])[CH:17]=[CH:18][CH:19]=3)=[O:13])=[CH:9][CH:10]=2)[NH:5][C:4]1=[O:30].C1COCC1.[N:36]1([CH2:41][C:42]2[CH:47]=[CH:46][C:45]([NH2:48])=[CH:44][CH:43]=2)[CH2:40][CH2:39][CH2:38][CH2:37]1. (4) Given the product [C:18]([O:1][C@H:2]1[CH2:7][CH2:6][C@H:5]([C:8]([OH:10])=[O:9])[CH2:4][CH2:3]1)(=[O:20])[CH3:19], predict the reactants needed to synthesize it. The reactants are: [OH:1][C@H:2]1[CH2:7][CH2:6][C@H:5]([C:8]([OH:10])=[O:9])[CH2:4][CH2:3]1.C(N(CC)CC)C.[C:18](Cl)(=[O:20])[CH3:19].Cl. (5) Given the product [O:22]=[C:17]1[N:16]([C:12]2[CH:11]=[C:10]([CH:15]=[CH:14][CH:13]=2)[CH2:9][NH:8][C:6](=[O:7])[O:5][C:1]([CH3:4])([CH3:3])[CH3:2])[CH2:20][CH2:19][O:18]1, predict the reactants needed to synthesize it. The reactants are: [C:1]([O:5][C:6]([NH:8][CH2:9][C:10]1[CH:11]=[C:12]([NH:16][C:17](=[O:22])[O:18][CH2:19][CH2:20]Cl)[CH:13]=[CH:14][CH:15]=1)=[O:7])([CH3:4])([CH3:3])[CH3:2].CC(C)([O-])C.[K+].O. (6) Given the product [CH2:1]([O:8][C:9]1[CH:14]=[CH:13][N:12]=[CH:11][C:10]=1[N:15]([S:25]([CH3:24])(=[O:27])=[O:26])[S:25]([CH3:24])(=[O:27])=[O:26])[C:2]1[CH:7]=[CH:6][CH:5]=[CH:4][CH:3]=1, predict the reactants needed to synthesize it. The reactants are: [CH2:1]([O:8][C:9]1[CH:14]=[CH:13][N:12]=[CH:11][C:10]=1[N+:15]([O-])=O)[C:2]1[CH:7]=[CH:6][CH:5]=[CH:4][CH:3]=1.C(=O)([O-])[O-].[K+].[K+].[CH3:24][S:25](Cl)(=[O:27])=[O:26]. (7) The reactants are: [C]=O.[CH3:3][N:4]1[C:10](=[O:11])[C:9]2[CH:12]=[CH:13][CH:14]=[CH:15][C:8]=2[CH:7]([CH2:16][C:17]([O:19][CH3:20])=[O:18])[C:6]2[CH:21]=[CH:22][C:23](OS(C(F)(F)F)(=O)=O)=[CH:24][C:5]1=2.[C:33]([O-:36])(=[O:35])C.[K+]. Given the product [CH3:20][O:19][C:17](=[O:18])[CH2:16][CH:7]1[C:8]2[CH:15]=[CH:14][CH:13]=[CH:12][C:9]=2[C:10](=[O:11])[N:4]([CH3:3])[C:5]2[CH:24]=[C:23]([C:33]([OH:36])=[O:35])[CH:22]=[CH:21][C:6]1=2, predict the reactants needed to synthesize it. (8) The reactants are: [C:1]([O:5][C:6]([NH:8][C@@H:9]([CH3:24])[CH2:10][N:11]1[C:19]2[C:14](=[CH:15][CH:16]=[C:17]3[CH:23]=[CH:22][CH:21]=[CH:20][C:18]3=2)[CH:13]=[CH:12]1)=[O:7])([CH3:4])([CH3:3])[CH3:2].C([BH3-])#N.[Na+]. Given the product [C:1]([O:5][C:6]([NH:8][C@@H:9]([CH3:24])[CH2:10][N:11]1[C:19]2[C:14](=[CH:15][CH:16]=[C:17]3[CH:23]=[CH:22][CH:21]=[CH:20][C:18]3=2)[CH2:13][CH2:12]1)=[O:7])([CH3:4])([CH3:2])[CH3:3], predict the reactants needed to synthesize it.